From a dataset of Full USPTO retrosynthesis dataset with 1.9M reactions from patents (1976-2016). Predict the reactants needed to synthesize the given product. Given the product [CH2:37]([C:36]1[S:10][C:32]([C:25]2[C:24]([Cl:23])=[CH:29][N:28]=[C:27]([S:30][CH3:31])[N:26]=2)=[N:34][N:35]=1)[C:38]1[CH:43]=[CH:42][CH:41]=[CH:40][CH:39]=1, predict the reactants needed to synthesize it. The reactants are: COC1C=CC(P2(SP(C3C=CC(OC)=CC=3)(=S)S2)=[S:10])=CC=1.[Cl:23][C:24]1[C:25]([C:32]([NH:34][NH:35][C:36](=O)[CH2:37][C:38]2[CH:43]=[CH:42][CH:41]=[CH:40][CH:39]=2)=O)=[N:26][C:27]([S:30][CH3:31])=[N:28][CH:29]=1.